Dataset: Forward reaction prediction with 1.9M reactions from USPTO patents (1976-2016). Task: Predict the product of the given reaction. (1) Given the reactants Br[C:2]1[CH:9]=[CH:8][C:5]([CH:6]=[O:7])=[CH:4][C:3]=1[O:10][CH3:11].[CH2:12](B(O)O)[CH3:13].P([O-])([O-])([O-])=O.[K+].[K+].[K+].C1(P(C2CCCCC2)C2CCCCC2)CCCCC1, predict the reaction product. The product is: [CH2:12]([C:2]1[CH:9]=[CH:8][C:5]([CH:6]=[O:7])=[CH:4][C:3]=1[O:10][CH3:11])[CH3:13]. (2) Given the reactants [NH2:1][C:2]1[N:7]=[CH:6][C:5]([N+:8]([O-])=O)=[CH:4][N:3]=1.Br[C:12]1[CH:27]=[CH:26][C:15]([C:16]([NH:18][CH2:19][CH2:20][N:21]2[CH2:25][CH2:24][CH2:23][CH2:22]2)=[O:17])=[CH:14][CH:13]=1.C(=O)([O-])[O-].[Cs+].[Cs+], predict the reaction product. The product is: [NH2:8][C:5]1[CH:4]=[N:3][C:2]([NH:1][C:12]2[CH:27]=[CH:26][C:15]([C:16]([NH:18][CH2:19][CH2:20][N:21]3[CH2:22][CH2:23][CH2:24][CH2:25]3)=[O:17])=[CH:14][CH:13]=2)=[N:7][CH:6]=1. (3) The product is: [CH2:49]([N:34]([CH2:32][CH3:33])[CH2:35][CH2:36][N:37]([CH2:39][C:40]1[CH:41]=[CH:42][C:43]([C:44]([NH:1][C:2]2[CH:25]=[CH:24][C:23]([N:26]3[CH2:31][CH2:30][CH2:29][CH2:28][CH2:27]3)=[CH:22][C:3]=2[C:4]([NH:6][C:7]2[CH:11]=[CH:10][N:9]([C:12]3[CH:17]=[CH:16][CH:15]=[C:14]([C:18]([F:20])([F:21])[F:19])[CH:13]=3)[N:8]=2)=[O:5])=[O:45])=[CH:47][CH:48]=1)[CH3:38])[CH3:50]. Given the reactants [NH2:1][C:2]1[CH:25]=[CH:24][C:23]([N:26]2[CH2:31][CH2:30][CH2:29][CH2:28][CH2:27]2)=[CH:22][C:3]=1[C:4]([NH:6][C:7]1[CH:11]=[CH:10][N:9]([C:12]2[CH:17]=[CH:16][CH:15]=[C:14]([C:18]([F:21])([F:20])[F:19])[CH:13]=2)[N:8]=1)=[O:5].[CH2:32]([N:34]([CH2:49][CH3:50])[CH2:35][CH2:36][N:37]([CH2:39][C:40]1[CH:48]=[CH:47][C:43]([C:44](O)=[O:45])=[CH:42][CH:41]=1)[CH3:38])[CH3:33].CCN=C=NCCCN(C)C.Cl, predict the reaction product. (4) Given the reactants O.[OH:2][C:3]1[CH:8]=[C:7]([OH:9])[CH:6]=[C:5]([OH:10])[C:4]=1[C:11](=[O:13])[CH3:12].C(N(CC)CC)C.C1C=CC(N([S:28]([C:31]([F:34])([F:33])[F:32])(=[O:30])=[O:29])[S:28]([C:31]([F:34])([F:33])[F:32])(=[O:30])=[O:29])=CC=1, predict the reaction product. The product is: [C:11]([C:4]1[C:3]([OH:2])=[CH:8][C:7]([O:9][S:28]([C:31]([F:34])([F:33])[F:32])(=[O:30])=[O:29])=[CH:6][C:5]=1[OH:10])(=[O:13])[CH3:12]. (5) Given the reactants Br[C:2]1[CH:3]=[CH:4][C:5]2[N:9]=[CH:8][N:7]([C:10]3[N:15]=[C:14]([NH2:16])[CH:13]=[CH:12][N:11]=3)[C:6]=2[CH:17]=1.N1CCCCC1.[S:24]1[CH:28]=[CH:27][N:26]=[C:25]1[C:29]([OH:33])([C:31]#[CH:32])[CH3:30], predict the reaction product. The product is: [NH2:16][C:14]1[CH:13]=[CH:12][N:11]=[C:10]([N:7]2[C:6]3[CH:17]=[C:2]([C:32]#[C:31][C:29]([C:25]4[S:24][CH:28]=[CH:27][N:26]=4)([OH:33])[CH3:30])[CH:3]=[CH:4][C:5]=3[N:9]=[CH:8]2)[N:15]=1. (6) Given the reactants [CH3:1][C:2]1[CH:3]=[C:4]([CH:12]2[CH2:17][CH:16]([C:18]([O:20]C)=[O:19])[CH2:15][CH2:14][N:13]2[C:22]([O:24][CH3:25])=[O:23])[CH:5]=[CH:6][C:7]=1[C:8]([F:11])([F:10])[F:9].[Br-].[Li+].C(N(CC)CC)C.CC(OC)(C)C, predict the reaction product. The product is: [CH3:25][O:24][C:22]([N:13]1[CH2:14][CH2:15][CH:16]([C:18]([OH:20])=[O:19])[CH2:17][CH:12]1[C:4]1[CH:5]=[CH:6][C:7]([C:8]([F:11])([F:9])[F:10])=[C:2]([CH3:1])[CH:3]=1)=[O:23].